From a dataset of HIV replication inhibition screening data with 41,000+ compounds from the AIDS Antiviral Screen. Binary Classification. Given a drug SMILES string, predict its activity (active/inactive) in a high-throughput screening assay against a specified biological target. (1) The compound is CCc1n[nH]c(=O)n1CCO. The result is 0 (inactive). (2) The compound is COC1=CC(=O)C2C3Cc4ccccc4C3C2C1=O. The result is 0 (inactive). (3) The compound is COC(=O)C(C(=NN)C(=O)Nc1cc(Cl)ccc1Cl)c1nc2ccc([N+](=O)[O-])cc2nc1O. The result is 0 (inactive).